From a dataset of Forward reaction prediction with 1.9M reactions from USPTO patents (1976-2016). Predict the product of the given reaction. (1) Given the reactants [CH:1]12[CH:9]([C:10]3[CH:23]=[CH:22][C:13]([O:14][CH2:15][C@H:16]4[O:20][C:19]([NH2:21])=[N:18][CH2:17]4)=[CH:12][CH:11]=3)[CH:5]([CH2:6][CH2:7][CH2:8]1)[CH2:4][CH2:3][CH2:2]2.[CH2:24]([O:26][C:27](=O)[C:28]#[C:29][CH2:30][O:31]C)C, predict the reaction product. The product is: [CH:1]12[CH:9]([C:10]3[CH:23]=[CH:22][C:13]([O:14][CH2:15][C@H:16]4[O:20][C:19]5=[N:21][C:30](=[O:31])[CH:29]=[C:28]([CH2:27][O:26][CH3:24])[N:18]5[CH2:17]4)=[CH:12][CH:11]=3)[CH:5]([CH2:4][CH2:3][CH2:2]1)[CH2:6][CH2:7][CH2:8]2. (2) Given the reactants Br[C:2]1[CH:3]=[C:4]([C:10]2([C:21]3[CH:26]=[CH:25][N:24]=[C:23]([C:27]([F:30])([F:29])[F:28])[CH:22]=3)[C:18]3[C:13](=[C:14]([F:19])[CH:15]=[CH:16][CH:17]=3)[C:12]([NH2:20])=[N:11]2)[CH:5]=[CH:6][C:7]=1[O:8][CH3:9].C([Sn](CCCC)(CCCC)[C:36]1[CH:41]=[N:40][CH:39]=[CH:38][N:37]=1)CCC, predict the reaction product. The product is: [F:19][C:14]1[CH:15]=[CH:16][CH:17]=[C:18]2[C:13]=1[C:12]([NH2:20])=[N:11][C:10]2([C:4]1[CH:5]=[CH:6][C:7]([O:8][CH3:9])=[C:2]([C:36]2[CH:41]=[N:40][CH:39]=[CH:38][N:37]=2)[CH:3]=1)[C:21]1[CH:26]=[CH:25][N:24]=[C:23]([C:27]([F:28])([F:29])[F:30])[CH:22]=1. (3) Given the reactants Br[C:2]1[CH:3]=[N:4][CH:5]=[C:6]([Br:8])[CH:7]=1.CC([S-])C.[Na+].[CH:14]1[CH:19]=C(Cl)C=C(C(OO)=O)[CH:15]=1.[S:25]([O-])([O-:27])=[O:26].[Na+].[Na+], predict the reaction product. The product is: [Br:8][C:6]1[CH:5]=[N:4][CH:3]=[C:2]([S:25]([CH:14]([CH3:19])[CH3:15])(=[O:27])=[O:26])[CH:7]=1. (4) Given the reactants [C:1]([C:3]([CH3:12])([CH3:11])[CH:4]([OH:10])[CH2:5][C:6](OC)=[O:7])#[N:2].CO.[BH4-].[Na+].Cl, predict the reaction product. The product is: [C:1]([C:3]([CH3:12])([CH3:11])[CH:4]([OH:10])[CH2:5][CH2:6][OH:7])#[N:2]. (5) Given the reactants [C:1]([O:5][C:6]([N:8]1[CH2:27][CH2:26][C:12]2=[C:13]([N:20]3[CH2:23][CH2:22][C@H:21]3[CH2:24][OH:25])[N:14]3[C:18]([N:19]=[C:11]2[CH2:10][CH2:9]1)=[CH:17][CH:16]=[N:15]3)=[O:7])([CH3:4])([CH3:3])[CH3:2].[H-].[Na+].CI.[CH3:32]COC(C)=O, predict the reaction product. The product is: [C:1]([O:5][C:6]([N:8]1[CH2:27][CH2:26][C:12]2=[C:13]([N:20]3[CH2:23][CH2:22][C@H:21]3[CH2:24][O:25][CH3:32])[N:14]3[C:18]([N:19]=[C:11]2[CH2:10][CH2:9]1)=[CH:17][CH:16]=[N:15]3)=[O:7])([CH3:4])([CH3:2])[CH3:3].